Dataset: Catalyst prediction with 721,799 reactions and 888 catalyst types from USPTO. Task: Predict which catalyst facilitates the given reaction. (1) Reactant: C(N(CC)CC)C.[Br:8][CH2:9][C:10](Br)=[O:11].[CH3:13][O:14][C:15]1[CH:16]=[C:17]([CH:19]=[C:20]([O:24][CH3:25])[C:21]=1[O:22][CH3:23])[NH2:18]. Product: [Br:8][CH2:9][C:10]([NH:18][C:17]1[CH:19]=[C:20]([O:24][CH3:25])[C:21]([O:22][CH3:23])=[C:15]([O:14][CH3:13])[CH:16]=1)=[O:11]. The catalyst class is: 7. (2) Reactant: C1(S([N:10]2[C:14]3=[N:15][CH:16]=[C:17]([S:19]([CH3:22])(=[O:21])=[O:20])[CH:18]=[C:13]3[CH:12]=[C:11]2[C:23]2[O:24][CH:25]=[CH:26][N:27]=2)(=O)=O)C=CC=CC=1.[OH-].[K+].CO. Product: [O:24]1[CH:25]=[CH:26][N:27]=[C:23]1[C:11]1[NH:10][C:14]2=[N:15][CH:16]=[C:17]([S:19]([CH3:22])(=[O:20])=[O:21])[CH:18]=[C:13]2[CH:12]=1. The catalyst class is: 6.